Dataset: Reaction yield outcomes from USPTO patents with 853,638 reactions. Task: Predict the reaction yield, written as a fraction of the theoretical maximum amount of product (1.0 means a 100% yield; for example, 0.34 means a 34% yield). (1) The reactants are [Cl:1][C:2]1[CH:7]=[CH:6][C:5]([S:8]([CH:11]([C:20]2[CH:25]=[C:24]([F:26])[CH:23]=[CH:22][C:21]=2[F:27])[CH:12]([CH3:19])[CH2:13][CH2:14][CH2:15][S:16]([CH3:18])=[O:17])(=[O:10])=[O:9])=[CH:4][CH:3]=1.ClC1C=CC=C(C(OO)=[O:36])C=1.C(OCC)C.C(Cl)Cl. The catalyst is C(Cl)Cl. The product is [Cl:1][C:2]1[CH:7]=[CH:6][C:5]([S:8]([CH:11]([C:20]2[CH:25]=[C:24]([F:26])[CH:23]=[CH:22][C:21]=2[F:27])[CH:12]([CH3:19])[CH2:13][CH2:14][CH2:15][S:16]([CH3:18])(=[O:36])=[O:17])(=[O:10])=[O:9])=[CH:4][CH:3]=1. The yield is 0.770. (2) The reactants are [F:1][C:2]1[CH:7]=[C:6]([N+:8]([O-:10])=[O:9])[CH:5]=[CH:4][C:3]=1[OH:11].[CH2:12](Br)[C:13]1[CH:18]=[CH:17][CH:16]=[CH:15][CH:14]=1.C(=O)([O-])[O-].[K+].[K+]. The catalyst is CC(C)=O. The product is [F:1][C:2]1[CH:7]=[C:6]([N+:8]([O-:10])=[O:9])[CH:5]=[CH:4][C:3]=1[O:11][CH2:12][C:13]1[CH:18]=[CH:17][CH:16]=[CH:15][CH:14]=1. The yield is 0.970.